This data is from Peptide-MHC class II binding affinity with 134,281 pairs from IEDB. The task is: Regression. Given a peptide amino acid sequence and an MHC pseudo amino acid sequence, predict their binding affinity value. This is MHC class II binding data. The peptide sequence is SQDLELSWNQNGLQAY. The MHC is DRB1_0401 with pseudo-sequence DRB1_0401. The binding affinity (normalized) is 0.628.